Dataset: Reaction yield outcomes from USPTO patents with 853,638 reactions. Task: Predict the reaction yield, written as a fraction of the theoretical maximum amount of product (1.0 means a 100% yield; for example, 0.34 means a 34% yield). (1) The reactants are [CH:1]([O:4][C:5]1[CH:10]=[CH:9][C:8]([C:11]2[C:12]3[O:19][C:18]([CH:20]=O)=[CH:17][C:13]=3[CH:14]=[N:15][CH:16]=2)=[CH:7][CH:6]=1)([CH3:3])[CH3:2].[CH2:22]1[S:28][C:26](=[O:27])[NH:25][C:23]1=[O:24].NCCC(O)=O. The catalyst is C(O)(=O)C. The product is [CH:1]([O:4][C:5]1[CH:10]=[CH:9][C:8]([C:11]2[C:12]3[O:19][C:18](/[CH:20]=[C:22]4/[C:23](=[O:24])[NH:25][C:26](=[O:27])[S:28]/4)=[CH:17][C:13]=3[CH:14]=[N:15][CH:16]=2)=[CH:7][CH:6]=1)([CH3:2])[CH3:3]. The yield is 0.770. (2) The reactants are [OH:1][CH2:2][C:3]1[S:7][C:6]([NH:8][S:9]([C:12]2[CH:17]=[CH:16][C:15]([NH:18]C(=O)C)=[CH:14][CH:13]=2)(=[O:11])=[O:10])=[N:5][N:4]=1.Cl. No catalyst specified. The product is [NH2:18][C:15]1[CH:16]=[CH:17][C:12]([S:9]([NH:8][C:6]2[S:7][C:3]([CH2:2][OH:1])=[N:4][N:5]=2)(=[O:11])=[O:10])=[CH:13][CH:14]=1. The yield is 0.680. (3) The reactants are [CH:1]1([CH2:4][O:5][C:6]2[CH:11]=[CH:10][C:9]([C:12]3[C:17](=[O:18])[N:16]([CH2:19][C:20]4[CH:25]=[CH:24][C:23]([C:26]5[C:27]([C:32]#[N:33])=[CH:28][CH:29]=[CH:30][CH:31]=5)=[CH:22][CH:21]=4)[C:15]([CH2:34][CH2:35][CH3:36])=[N:14][C:13]=3[CH3:37])=[CH:8][CH:7]=2)[CH2:3][CH2:2]1.Cl.[NH2:39]O.[C:41](=[O:44])([O-])[OH:42].[Na+]. The catalyst is CS(C)=O.C(OCC)(=O)C. The product is [CH:1]1([CH2:4][O:5][C:6]2[CH:7]=[CH:8][C:9]([C:12]3[C:17](=[O:18])[N:16]([CH2:19][C:20]4[CH:25]=[CH:24][C:23]([C:26]5[CH:31]=[CH:30][CH:29]=[CH:28][C:27]=5[C:32]5[NH:39][C:41](=[O:44])[O:42][N:33]=5)=[CH:22][CH:21]=4)[C:15]([CH2:34][CH2:35][CH3:36])=[N:14][C:13]=3[CH3:37])=[CH:10][CH:11]=2)[CH2:3][CH2:2]1. The yield is 0.780. (4) The reactants are [NH2:1][C:2]1[CH:3]=[C:4]([C:27]2[CH:32]=[CH:31][C:30]([O:33][CH3:34])=[CH:29][CH:28]=2)[CH:5]=[CH:6][C:7]=1[C:8]([NH:10][C@H:11]([C:20]([O:22][C:23]([CH3:26])([CH3:25])[CH3:24])=[O:21])[CH2:12][C:13]([O:15][C:16]([CH3:19])([CH3:18])[CH3:17])=[O:14])=[O:9].[N:35]([C:38]1[C:43]([CH3:44])=[CH:42][C:41]([CH3:45])=[CH:40][C:39]=1[CH3:46])=[C:36]=[O:37]. The yield is 0.940. The catalyst is N1C=CC=CC=1. The product is [CH3:34][O:33][C:30]1[CH:29]=[CH:28][C:27]([C:4]2[CH:5]=[CH:6][C:7]([C:8]([NH:10][C@H:11]([C:20]([O:22][C:23]([CH3:25])([CH3:26])[CH3:24])=[O:21])[CH2:12][C:13]([O:15][C:16]([CH3:17])([CH3:18])[CH3:19])=[O:14])=[O:9])=[C:2]([NH:1][C:36]([NH:35][C:38]3[C:39]([CH3:46])=[CH:40][C:41]([CH3:45])=[CH:42][C:43]=3[CH3:44])=[O:37])[CH:3]=2)=[CH:32][CH:31]=1.